Task: Predict the reactants needed to synthesize the given product.. Dataset: Full USPTO retrosynthesis dataset with 1.9M reactions from patents (1976-2016) (1) Given the product [NH:1]1[C:9]2[C:4](=[C:5]([C:10]3[CH:18]=[C:17]4[C:13]([CH:14]=[N:15][NH:16]4)=[C:12]([N:19]4[C:20](=[O:21])[C:24]5[C:23](=[CH:28][CH:27]=[CH:26][CH:25]=5)[C:22]4=[O:29])[CH:11]=3)[CH:6]=[CH:7][CH:8]=2)[CH:3]=[CH:2]1, predict the reactants needed to synthesize it. The reactants are: [NH:1]1[C:9]2[C:4](=[C:5]([C:10]3[CH:11]=[C:12]([NH2:19])[C:13]4[CH:14]=[N:15][NH:16][C:17]=4[CH:18]=3)[CH:6]=[CH:7][CH:8]=2)[CH:3]=[CH:2]1.[C:20]1(=O)[C:24]2[CH:25]=[CH:26][CH:27]=[CH:28][C:23]=2[C:22](=[O:29])[O:21]1.CN(C=O)C. (2) Given the product [F:1][C:2]1[C:3]([OH:10])=[C:4]([CH:7]=[C:8]([N+:15]([O-:17])=[O:16])[CH:9]=1)[CH:5]=[O:6], predict the reactants needed to synthesize it. The reactants are: [F:1][C:2]1[C:3]([OH:10])=[C:4]([CH:7]=[CH:8][CH:9]=1)[CH:5]=[O:6].C(O)(=O)C.[N+:15]([O-])([OH:17])=[O:16]. (3) Given the product [CH2:1]([O:8][C@@H:9]1[C@@H:14]([O:15][CH2:16][C:17]2[CH:22]=[CH:21][CH:20]=[CH:19][CH:18]=2)[C@H:13]([O:23][CH2:24][C:25]2[CH:30]=[CH:29][CH:28]=[CH:27][CH:26]=2)[C@@H:12]([CH2:31][O:32][CH2:33][C:34]2[CH:39]=[CH:38][CH:37]=[CH:36][CH:35]=2)[O:11][C@H:10]1[C:40]1[CH:45]=[CH:44][C:43]([Cl:46])=[C:42]([CH2:47][C:48]2[S:49][C:50]([C:60]3[CH:59]=[CH:58][CH:57]=[C:56]([C:54]#[N:55])[CH:61]=3)=[CH:51][CH:52]=2)[CH:41]=1)[C:2]1[CH:7]=[CH:6][CH:5]=[CH:4][CH:3]=1, predict the reactants needed to synthesize it. The reactants are: [CH2:1]([O:8][C@@H:9]1[C@@H:14]([O:15][CH2:16][C:17]2[CH:22]=[CH:21][CH:20]=[CH:19][CH:18]=2)[C@H:13]([O:23][CH2:24][C:25]2[CH:30]=[CH:29][CH:28]=[CH:27][CH:26]=2)[C@@H:12]([CH2:31][O:32][CH2:33][C:34]2[CH:39]=[CH:38][CH:37]=[CH:36][CH:35]=2)[O:11][C@H:10]1[C:40]1[CH:45]=[CH:44][C:43]([Cl:46])=[C:42]([CH2:47][C:48]2[S:49][C:50](Br)=[CH:51][CH:52]=2)[CH:41]=1)[C:2]1[CH:7]=[CH:6][CH:5]=[CH:4][CH:3]=1.[C:54]([C:56]1[CH:57]=[C:58](B(O)O)[CH:59]=[CH:60][CH:61]=1)#[N:55].C(=O)([O-])[O-].[Na+].[Na+]. (4) Given the product [CH3:30][O:29][C:26]1[N:27]=[CH:28][C:23]([C:11]2[C:10]([CH3:21])=[CH:9][C:4]([C:5]([O:7][CH3:8])=[O:6])=[CH:3][C:2]=2[CH3:1])=[CH:24][CH:25]=1, predict the reactants needed to synthesize it. The reactants are: [CH3:1][C:2]1[CH:3]=[C:4]([CH:9]=[C:10]([CH3:21])[C:11]=1B1OC(C)(C)C(C)(C)O1)[C:5]([O:7][CH3:8])=[O:6].Br[C:23]1[CH:24]=[CH:25][C:26]([O:29][CH3:30])=[N:27][CH:28]=1.C(=O)([O-])[O-].[K+].[K+]. (5) The reactants are: [CH3:1][C@@:2]1([CH2:13][O:14][C:15]2[CH:20]=[CH:19][C:18]([N:21]3[CH2:26][CH2:25][S:24][CH2:23][CH2:22]3)=[CH:17][CH:16]=2)[O:6][C:5]2=[N:7][C:8]([N+:10]([O-:12])=[O:11])=[CH:9][N:4]2[CH2:3]1.ClC1C=CC=C(C(OO)=[O:35])C=1. Given the product [CH3:1][C@@:2]1([CH2:13][O:14][C:15]2[CH:16]=[CH:17][C:18]([N:21]3[CH2:26][CH2:25][S:24](=[O:35])[CH2:23][CH2:22]3)=[CH:19][CH:20]=2)[O:6][C:5]2=[N:7][C:8]([N+:10]([O-:12])=[O:11])=[CH:9][N:4]2[CH2:3]1, predict the reactants needed to synthesize it.